This data is from Forward reaction prediction with 1.9M reactions from USPTO patents (1976-2016). The task is: Predict the product of the given reaction. (1) Given the reactants [NH2:1][C:2]1[N:6]([C:7]2[CH:12]=CC=C[CH:8]=2)[N:5]=[CH:4][C:3]=1[C:13]([NH2:15])=[O:14].[C:16]1([C:24]2[CH:29]=[CH:28][CH:27]=[CH:26][CH:25]=2)[CH:21]=[CH:20][CH:19]=[C:18]([CH:22]=O)[CH:17]=1.C=O, predict the reaction product. The product is: [C:16]1([C:24]2[CH:29]=[CH:28][CH:27]=[CH:26][CH:25]=2)[CH:21]=[CH:20][CH:19]=[C:18]([CH2:22][N:6]2[CH2:7][CH2:8][N:15]3[C:13](=[O:14])[C:3]4[CH:4]=[N:5][N:6]([CH:7]([CH3:8])[CH3:12])[C:2]=4[N:1]=[C:3]3[CH2:2]2)[CH:17]=1. (2) Given the reactants [Cl:1][C:2]1[CH:3]=[C:4]([C:15]([N:17]2[CH2:22][CH2:21][O:20][CH2:19][CH2:18]2)=[O:16])[CH:5]=[CH:6][C:7]=1[CH2:8][N:9]1[CH2:14][CH2:13][NH:12][CH2:11][CH2:10]1.[C:23](=O)([O:32]N1C(=O)CCC1=O)[O:24][N:25]1[C:29](=[O:30])[CH2:28][CH2:27][C:26]1=[O:31].C(N(CC)CC)C, predict the reaction product. The product is: [Cl:1][C:2]1[CH:3]=[C:4]([C:15]([N:17]2[CH2:22][CH2:21][O:20][CH2:19][CH2:18]2)=[O:16])[CH:5]=[CH:6][C:7]=1[CH2:8][N:9]1[CH2:10][CH2:11][N:12]([C:23]([O:24][N:25]2[C:29](=[O:30])[CH2:28][CH2:27][C:26]2=[O:31])=[O:32])[CH2:13][CH2:14]1. (3) Given the reactants [Cl:1][CH2:2][CH2:3][CH2:4][O:5][C:6]1[CH:11]=[CH:10][C:9]([CH:12]2[CH2:17][CH2:16][C:15](=[O:18])[CH2:14][CH2:13]2)=[CH:8][CH:7]=1.[BH4-].[Na+], predict the reaction product. The product is: [Cl:1][CH2:2][CH2:3][CH2:4][O:5][C:6]1[CH:11]=[CH:10][C:9]([C@H:12]2[CH2:17][CH2:16][C@H:15]([OH:18])[CH2:14][CH2:13]2)=[CH:8][CH:7]=1. (4) Given the reactants C[Si](C)(C)N=C(O[Si](C)(C)C)C.[Cl:13][C:14]1[C:19]([NH:20][C:21]([C:23]2[CH:24]=[N:25][C:26]([CH3:29])=[N:27][CH:28]=2)=O)=[C:18]([NH:30][CH2:31][CH3:32])[N:17]=[CH:16][N:15]=1, predict the reaction product. The product is: [Cl:13][C:14]1[N:15]=[CH:16][N:17]=[C:18]2[C:19]=1[N:20]=[C:21]([C:23]1[CH:24]=[N:25][C:26]([CH3:29])=[N:27][CH:28]=1)[N:30]2[CH2:31][CH3:32]. (5) Given the reactants [NH2:1][CH2:2][C:3]1[N:7]=[CH:6][N:5]([CH2:8][C@@H:9]2[C@H:12]([NH:13][C:14](=[O:30])/[C:15](=[N:22]\[O:23][C:24]([CH3:29])([CH3:28])[C:25]([OH:27])=[O:26])/[C:16]3[N:17]=[C:18]([NH2:21])[S:19][CH:20]=3)[C:11](=[O:31])[N:10]2[S:32]([OH:35])(=[O:34])=[O:33])[N:4]=1.Cl.[N:37]1([C:42](N)=[NH:43])C=CC=N1.CCN(C(C)C)C(C)C, predict the reaction product. The product is: [NH2:21][C:18]1[S:19][CH:20]=[C:16](/[C:15](=[N:22]/[O:23][C:24]([CH3:29])([CH3:28])[C:25]([OH:27])=[O:26])/[C:14]([NH:13][C@@H:12]2[C:11](=[O:31])[N:10]([S:32]([OH:35])(=[O:34])=[O:33])[C@@H:9]2[CH2:8][N:5]2[CH:6]=[N:7][C:3]([CH2:2][NH:1][C:42]([NH2:43])=[NH:37])=[N:4]2)=[O:30])[N:17]=1. (6) Given the reactants [CH3:1][C:2]1[CH:7]=[CH:6][C:5]([S:8]([NH:11][C@H:12]([C:23]([NH:25][CH2:26][CH2:27][CH2:28][CH2:29][C@H:30]([N:34]([S:39]([C:42]2[CH:47]=[CH:46][C:45]([CH3:48])=[CH:44][CH:43]=2)(=[O:41])=[O:40])[CH2:35][CH:36]([CH3:38])[CH3:37])[C:31]([OH:33])=[O:32])=[O:24])[CH2:13][C:14]2[C:22]3[C:17](=[CH:18][CH:19]=[CH:20][CH:21]=3)[NH:16][CH:15]=2)(=[O:10])=[O:9])=[CH:4][CH:3]=1.[OH:49][CH2:50][CH:51]([CH2:53]O)[OH:52].C(Cl)CCl, predict the reaction product. The product is: [CH3:1][C:2]1[CH:7]=[CH:6][C:5]([S:8]([NH:11][C@H:12]([C:23]([NH:25][CH2:26][CH2:27][CH2:28][CH2:29][C@H:30]([N:34]([S:39]([C:42]2[CH:43]=[CH:44][C:45]([CH3:48])=[CH:46][CH:47]=2)(=[O:41])=[O:40])[CH2:35][CH:36]([CH3:38])[CH3:37])[C:31]([O:33][CH2:53][CH:51]([OH:52])[CH2:50][OH:49])=[O:32])=[O:24])[CH2:13][C:14]2[C:22]3[C:17](=[CH:18][CH:19]=[CH:20][CH:21]=3)[NH:16][CH:15]=2)(=[O:9])=[O:10])=[CH:4][CH:3]=1. (7) Given the reactants [CH3:1][O:2][C:3](=[O:23])[C@H:4]([CH2:13][C:14]1[CH:19]=[CH:18][C:17]([N+:20]([O-])=O)=[CH:16][CH:15]=1)[NH:5][C:6]([O:8][C:9]([CH3:12])([CH3:11])[CH3:10])=[O:7].[Cl-].[NH4+].CO, predict the reaction product. The product is: [CH3:1][O:2][C:3](=[O:23])[C@H:4]([CH2:13][C:14]1[CH:19]=[CH:18][C:17]([NH2:20])=[CH:16][CH:15]=1)[NH:5][C:6]([O:8][C:9]([CH3:12])([CH3:10])[CH3:11])=[O:7].